This data is from NCI-60 drug combinations with 297,098 pairs across 59 cell lines. The task is: Regression. Given two drug SMILES strings and cell line genomic features, predict the synergy score measuring deviation from expected non-interaction effect. (1) Drug 1: CCC1=CC2CC(C3=C(CN(C2)C1)C4=CC=CC=C4N3)(C5=C(C=C6C(=C5)C78CCN9C7C(C=CC9)(C(C(C8N6C)(C(=O)OC)O)OC(=O)C)CC)OC)C(=O)OC.C(C(C(=O)O)O)(C(=O)O)O. Drug 2: CN1C2=C(C=C(C=C2)N(CCCl)CCCl)N=C1CCCC(=O)O.Cl. Cell line: MCF7. Synergy scores: CSS=19.9, Synergy_ZIP=-5.35, Synergy_Bliss=-2.68, Synergy_Loewe=-10.4, Synergy_HSA=-0.460. (2) Synergy scores: CSS=8.11, Synergy_ZIP=-3.03, Synergy_Bliss=-0.0516, Synergy_Loewe=-0.0717, Synergy_HSA=1.03. Cell line: HOP-62. Drug 2: CS(=O)(=O)CCNCC1=CC=C(O1)C2=CC3=C(C=C2)N=CN=C3NC4=CC(=C(C=C4)OCC5=CC(=CC=C5)F)Cl. Drug 1: COC1=C(C=C2C(=C1)N=CN=C2NC3=CC(=C(C=C3)F)Cl)OCCCN4CCOCC4. (3) Synergy scores: CSS=-1.29, Synergy_ZIP=-2.64, Synergy_Bliss=-3.05, Synergy_Loewe=-8.39, Synergy_HSA=-3.92. Drug 1: C1=NC2=C(N=C(N=C2N1C3C(C(C(O3)CO)O)O)F)N. Drug 2: C(CCl)NC(=O)N(CCCl)N=O. Cell line: SF-268. (4) Drug 1: CC1C(C(CC(O1)OC2CC(OC(C2O)C)OC3=CC4=CC5=C(C(=O)C(C(C5)C(C(=O)C(C(C)O)O)OC)OC6CC(C(C(O6)C)O)OC7CC(C(C(O7)C)O)OC8CC(C(C(O8)C)O)(C)O)C(=C4C(=C3C)O)O)O)O. Drug 2: CN(CC1=CN=C2C(=N1)C(=NC(=N2)N)N)C3=CC=C(C=C3)C(=O)NC(CCC(=O)O)C(=O)O. Cell line: SN12C. Synergy scores: CSS=59.6, Synergy_ZIP=-1.08, Synergy_Bliss=1.49, Synergy_Loewe=-6.85, Synergy_HSA=-0.572.